This data is from Microsomal clearance measurements from AstraZeneca. The task is: Regression/Classification. Given a drug SMILES string, predict its absorption, distribution, metabolism, or excretion properties. Task type varies by dataset: regression for continuous measurements (e.g., permeability, clearance, half-life) or binary classification for categorical outcomes (e.g., BBB penetration, CYP inhibition). For this dataset (clearance_microsome_az), we predict log10(clearance) (log10 of the in vitro intrinsic clearance, CLint, in uL/min per mg of human liver microsomal protein, equivalently mL/min/g; values are censored to the assay range of 3 to 150, which is 0.477 to 2.18 on this log10 scale). (1) The compound is CCN(C(=O)NCc1ccccc1)C1CCN(CCC(c2ccccc2)c2ccccc2)CC1. The log10(clearance) is 0.600. (2) The log10(clearance) is 0.480. The drug is O=C(NS(=O)(=O)c1ccccc1)N1CCC(N2CCC(Oc3ccc(Cl)c(Cl)c3)CC2)CC1. (3) The molecule is Cc1ccc(S(=O)(=O)Nc2c(C(=O)NC(C)C)c(C)nn2-c2ccccc2)cc1. The log10(clearance) is 1.08. (4) The log10(clearance) is 0.600. The compound is Cc1c(Sc2ccc(Cl)cc2)c2c(C#N)c(Cl)ccc2n1CC(=O)O. (5) The molecule is NC(=O)NC(=O)C(Nc1ccc2c(c1)CCC2)c1ccccc1. The log10(clearance) is 1.44. (6) The drug is C[C@@H](NC(=O)C1CCNCC1)c1ccc(Nc2ncc3cc(-c4ccncc4)ccc3n2)cc1. The log10(clearance) is 0.620.